This data is from Forward reaction prediction with 1.9M reactions from USPTO patents (1976-2016). The task is: Predict the product of the given reaction. (1) Given the reactants [NH2:1][CH:2]1[CH2:7][CH2:6][O:5][CH2:4][CH:3]1[OH:8].NC1C(O)CCOC1.C(=O)([O-])[O-].[Na+].[Na+].Cl[C:24]([O:26][CH2:27][C:28]1[CH:33]=[CH:32][CH:31]=[CH:30][CH:29]=1)=[O:25], predict the reaction product. The product is: [CH2:27]([O:26][C:24](=[O:25])[NH:1][C@H:2]1[CH2:7][CH2:6][O:5][CH2:4][C@@H:3]1[OH:8])[C:28]1[CH:33]=[CH:32][CH:31]=[CH:30][CH:29]=1. (2) Given the reactants Cl[C:2]1[CH:7]=[CH:6][N:5]=[C:4]([NH2:8])[C:3]=1[N+:9]([O-:11])=[O:10].[CH3:12][C:13]1[N:14]=[CH:15][NH:16][CH:17]=1, predict the reaction product. The product is: [CH3:12][C:13]1[N:14]=[CH:15][N:16]([C:2]2[CH:7]=[CH:6][N:5]=[C:4]([NH2:8])[C:3]=2[N+:9]([O-:11])=[O:10])[CH:17]=1. (3) Given the reactants [CH2:1]([Li])CCC.[C:6]1([C:12]2[CH2:13][C:14]3[C:19]([CH:20]=2)=[CH:18][CH:17]=[CH:16][CH:15]=3)[CH:11]=[CH:10][CH:9]=[CH:8][CH:7]=1.CI, predict the reaction product. The product is: [CH3:1][CH:13]1[C:14]2[C:19](=[CH:18][CH:17]=[CH:16][CH:15]=2)[CH:20]=[C:12]1[C:6]1[CH:7]=[CH:8][CH:9]=[CH:10][CH:11]=1. (4) Given the reactants [NH:1]1[CH2:6][CH2:5][CH:4]([C:7]([NH2:9])=[O:8])[CH2:3][CH2:2]1.C(N(CC)CC)C.[C:17](O)(=[O:20])[CH:18]=[CH2:19], predict the reaction product. The product is: [C:17]([NH:9][C:7]([CH:4]1[CH2:5][CH2:6][NH:1][CH2:2][CH2:3]1)=[O:8])(=[O:20])[CH:18]=[CH2:19]. (5) Given the reactants [C:1]([C:3]1[CH:8]=[CH:7][C:6]([CH2:9][OH:10])=[CH:5][CH:4]=1)#[N:2].[H-].[Na+].Br[CH2:14][C:15]([O:17][CH3:18])=[O:16].[Cl-].[NH4+], predict the reaction product. The product is: [C:1]([C:3]1[CH:8]=[CH:7][C:6]([CH2:9][O:10][CH2:14][C:15]([O:17][CH3:18])=[O:16])=[CH:5][CH:4]=1)#[N:2]. (6) Given the reactants [Cl:1][C:2]1[CH:7]=[CH:6][C:5]([Cl:8])=[CH:4][C:3]=1[C:9]1[C:10]2[C:41](=[O:42])[CH2:40][CH2:39][C:11]=2[N:12]([CH2:16][C:17]([NH:19][C:20]2[CH:25]=[CH:24][C:23]([C:26]3[N:30](C(OC(C)(C)C)=O)[NH:29][C:28](=[O:38])[CH:27]=3)=[CH:22][CH:21]=2)=[O:18])[C:13](=[O:15])[CH:14]=1.C(O)(C(F)(F)F)=O, predict the reaction product. The product is: [Cl:1][C:2]1[CH:7]=[CH:6][C:5]([Cl:8])=[CH:4][C:3]=1[C:9]1[C:10]2[C:41](=[O:42])[CH2:40][CH2:39][C:11]=2[N:12]([CH2:16][C:17]([NH:19][C:20]2[CH:21]=[CH:22][C:23]([C:26]3[NH:30][NH:29][C:28](=[O:38])[CH:27]=3)=[CH:24][CH:25]=2)=[O:18])[C:13](=[O:15])[CH:14]=1. (7) Given the reactants [F:1][C:2]([C:5]1[S:9][C:8]2=[N:10][C:11]([C:13](Cl)=[O:14])=[CH:12][N:7]2[N:6]=1)([F:4])[CH3:3].[NH2:16][C:17]1[C:22]([OH:23])=[CH:21][CH:20]=[CH:19][C:18]=1[CH3:24].CCN(C(C)C)C(C)C.CCOC(C)=O.C(Cl)Cl, predict the reaction product. The product is: [F:1][C:2]([C:5]1[S:9][C:8]2=[N:10][C:11]([C:13]([NH:16][C:17]3[C:18]([CH3:24])=[CH:19][CH:20]=[CH:21][C:22]=3[OH:23])=[O:14])=[CH:12][N:7]2[N:6]=1)([F:4])[CH3:3]. (8) The product is: [I:29][C:11]1[CH:10]=[N:9][N:8]2[C:3]([C:2]([F:1])([F:22])[F:23])=[CH:4][C:5]([C:12]3[CH:13]=[CH:14][C:15]([C:18]([F:21])([F:20])[F:19])=[CH:16][CH:17]=3)=[N:6][C:7]=12. Given the reactants [F:1][C:2]([F:23])([F:22])[C:3]1[N:8]2[N:9]=[CH:10][CH:11]=[C:7]2[N:6]=[C:5]([C:12]2[CH:17]=[CH:16][C:15]([C:18]([F:21])([F:20])[F:19])=[CH:14][CH:13]=2)[CH:4]=1.CC([O-])=O.[Na+].[I:29]Cl, predict the reaction product. (9) Given the reactants Cl[C:2]1[C:11]2[C:6](=[C:7]([N:12]3[CH:16]=[C:15]([C:17]4[CH:18]=[N:19][N:20]([CH3:22])[CH:21]=4)[N:14]=[CH:13]3)[CH:8]=[CH:9][CH:10]=2)[CH:5]=[CH:4][N:3]=1.[C:23]([C:25]1[CH:30]=[CH:29][C:28](B2OC(C)(C)C(C)(C)O2)=[CH:27][C:26]=1[NH:40][CH2:41][CH3:42])#[N:24].C(=O)([O-])[O-:44].[Na+].[Na+].[OH-].[Na+].OO, predict the reaction product. The product is: [CH2:41]([NH:40][C:26]1[CH:27]=[C:28]([C:2]2[C:11]3[C:6](=[C:7]([N:12]4[CH:16]=[C:15]([C:17]5[CH:18]=[N:19][N:20]([CH3:22])[CH:21]=5)[N:14]=[CH:13]4)[CH:8]=[CH:9][CH:10]=3)[CH:5]=[CH:4][N:3]=2)[CH:29]=[CH:30][C:25]=1[C:23]([NH2:24])=[O:44])[CH3:42].